Binary Classification. Given a drug SMILES string, predict its activity (active/inactive) in a high-throughput screening assay against a specified biological target. From a dataset of HIV replication inhibition screening data with 41,000+ compounds from the AIDS Antiviral Screen. (1) The molecule is C#CCNC(=O)NCCCCC(NC(=O)OCc1ccccc1)C(=O)OCc1ccccc1. The result is 0 (inactive). (2) The molecule is CC(=O)C(N=Nc1nc2ccc(Cl)cc2[nH]1)C(C)=O. The result is 0 (inactive).